From a dataset of Catalyst prediction with 721,799 reactions and 888 catalyst types from USPTO. Predict which catalyst facilitates the given reaction. (1) Reactant: [Na].[CH2:2]([O:4][C:5](=[O:20])[CH:6]([NH:12][C:13]([O:15][C:16]([CH3:19])([CH3:18])[CH3:17])=[O:14])[C:7]([O:9][CH2:10][CH3:11])=[O:8])[CH3:3].[CH2:21](Br)[C:22]1[CH:27]=[CH:26][CH:25]=[CH:24][CH:23]=1. Product: [CH2:21]([C:6]([NH:12][C:13]([O:15][C:16]([CH3:18])([CH3:17])[CH3:19])=[O:14])([C:5]([O:4][CH2:2][CH3:3])=[O:20])[C:7]([O:9][CH2:10][CH3:11])=[O:8])[C:22]1[CH:27]=[CH:26][CH:25]=[CH:24][CH:23]=1. The catalyst class is: 8. (2) Reactant: [NH:1]1[C:9]2[C:4](=[CH:5][C:6]([C:10]3[N:15]=[C:14]([C:16](O)=[O:17])[CH:13]=[C:12]([N:19]4[CH2:24][CH2:23][O:22][CH2:21][CH2:20]4)[N:11]=3)=[CH:7][CH:8]=2)[CH:3]=[CH:2]1.[H-].[Al+3].[Li+].[H-].[H-].[H-].O.[OH-].[Na+]. Product: [NH:1]1[C:9]2[C:4](=[CH:5][C:6]([C:10]3[N:15]=[C:14]([CH2:16][OH:17])[CH:13]=[C:12]([N:19]4[CH2:24][CH2:23][O:22][CH2:21][CH2:20]4)[N:11]=3)=[CH:7][CH:8]=2)[CH:3]=[CH:2]1. The catalyst class is: 56. (3) Reactant: [CH:1]([C:3]1[O:11][C:10]2[C:9]([C:12]3[CH:23]=[CH:22][C:15]([C:16]([NH:18][CH2:19][CH2:20][OH:21])=[O:17])=[CH:14][CH:13]=3)=[CH:8][N:7]=[CH:6][C:5]=2[CH:4]=1)=O.[CH2:24]1[S:30][C:28](=[O:29])[NH:27][C:25]1=[O:26].NCCC(O)=O. Product: [O:29]=[C:28]1[NH:27][C:25](=[O:26])/[C:24](=[CH:1]/[C:3]2[O:11][C:10]3[C:9]([C:12]4[CH:23]=[CH:22][C:15]([C:16]([NH:18][CH2:19][CH2:20][OH:21])=[O:17])=[CH:14][CH:13]=4)=[CH:8][N:7]=[CH:6][C:5]=3[CH:4]=2)/[S:30]1. The catalyst class is: 15.